Dataset: Catalyst prediction with 721,799 reactions and 888 catalyst types from USPTO. Task: Predict which catalyst facilitates the given reaction. (1) Reactant: [BH4-].[Na+].[CH3:3][O:4][CH2:5][O:6][C:7]1[CH:8]=[C:9]([CH:12]=[CH:13][CH:14]=1)[CH:10]=[O:11]. Product: [CH3:3][O:4][CH2:5][O:6][C:7]1[CH:8]=[C:9]([CH2:10][OH:11])[CH:12]=[CH:13][CH:14]=1. The catalyst class is: 24. (2) Reactant: [CH3:1][O:2][C:3]1[C:12]2[C:7](=[CH:8][CH:9]=[CH:10][CH:11]=2)[N:6]=[C:5](OS(C(F)(F)F)(=O)=O)[CH:4]=1.[CH3:21][O:22][C:23](=[O:28])[CH:24]([CH3:27])[CH2:25][NH2:26]. Product: [CH3:21][O:22][C:23](=[O:28])[CH:24]([CH3:27])[CH2:25][NH:26][C:5]1[CH:4]=[C:3]([O:2][CH3:1])[C:12]2[C:7](=[CH:8][CH:9]=[CH:10][CH:11]=2)[N:6]=1. The catalyst class is: 10. (3) Reactant: Br[C:2]1[C:10]2[S:9][C:8]([NH:11][C:12]([NH:14][CH2:15][CH3:16])=[O:13])=[N:7][C:6]=2[CH:5]=[C:4]([C:17]2[CH:18]=[N:19][CH:20]=[CH:21][CH:22]=2)[CH:3]=1.C([O-])([O-])=O.[K+].[K+].ClCCl.[Br-].[CH3:33][C:34]1[CH:35]=[CH:36][C:37]([Zn+])=[N:38][CH:39]=1. Product: [CH2:15]([NH:14][C:12]([NH:11][C:8]1[S:9][C:10]2[C:2]([C:37]3[CH:36]=[CH:35][C:34]([CH3:33])=[CH:39][N:38]=3)=[CH:3][C:4]([C:17]3[CH:18]=[N:19][CH:20]=[CH:21][CH:22]=3)=[CH:5][C:6]=2[N:7]=1)=[O:13])[CH3:16]. The catalyst class is: 151. (4) Reactant: [CH3:1][C:2]1[CH:7]=[CH:6][CH:5]=[C:4]([CH3:8])[C:3]=1[C:9]1[N:21]=[C:12]2[CH:13]=[CH:14][C:15]([C:17](OC)=[O:18])=[CH:16][N:11]2[N:10]=1.CC(C[AlH]CC(C)C)C. Product: [CH3:1][C:2]1[CH:7]=[CH:6][CH:5]=[C:4]([CH3:8])[C:3]=1[C:9]1[N:21]=[C:12]2[CH:13]=[CH:14][C:15]([CH2:17][OH:18])=[CH:16][N:11]2[N:10]=1. The catalyst class is: 2. (5) Reactant: [CH3:1][C:2]([Si:5](Cl)([CH3:7])[CH3:6])([CH3:4])[CH3:3].N1C=CN=C1.[NH2:14][C:15]1[N:19]([C:20]2[CH:25]=[CH:24][CH:23]=[CH:22][CH:21]=2)[N:18]=[C:17]([O:26][CH2:27][C@@H:28]([OH:32])[CH2:29][O:30][CH3:31])[C:16]=1[CH3:33].O. Product: [Si:5]([O:32][C@@H:28]([CH2:29][O:30][CH3:31])[CH2:27][O:26][C:17]1[C:16]([CH3:33])=[C:15]([NH2:14])[N:19]([C:20]2[CH:25]=[CH:24][CH:23]=[CH:22][CH:21]=2)[N:18]=1)([C:2]([CH3:4])([CH3:3])[CH3:1])([CH3:7])[CH3:6]. The catalyst class is: 3.